Predict which catalyst facilitates the given reaction. From a dataset of Catalyst prediction with 721,799 reactions and 888 catalyst types from USPTO. (1) Product: [CH2:18]([C:22]1[N:23]([CH2:31][C:32]2[CH:33]=[CH:34][C:35]([C:38]3[CH:43]=[CH:42][CH:41]=[CH:40][C:39]=3[C:44]3[N:48]([C:49]([C:50]4[CH:55]=[CH:54][CH:53]=[CH:52][CH:51]=4)([C:62]4[CH:63]=[CH:64][CH:65]=[CH:66][CH:67]=4)[C:56]4[CH:57]=[CH:58][CH:59]=[CH:60][CH:61]=4)[N:47]=[N:46][N:45]=3)=[CH:36][CH:37]=2)[C:24]([C:28]([O:30][CH:14]([O:13][C:1]([O:2][CH2:3][CH2:4][CH2:5][CH2:6][C@H:7]([O:9][N+:10]([O-:12])=[O:11])[CH3:8])=[O:17])[CH3:15])=[O:29])=[C:25]([Cl:27])[N:26]=1)[CH2:19][CH2:20][CH3:21]. Reactant: [C:1](=[O:17])([O:13][CH:14](Cl)[CH3:15])[O:2][CH2:3][CH2:4][CH2:5][CH2:6][C@H:7]([O:9][N+:10]([O-:12])=[O:11])[CH3:8].[CH2:18]([C:22]1[N:23]([CH2:31][C:32]2[CH:37]=[CH:36][C:35]([C:38]3[CH:43]=[CH:42][CH:41]=[CH:40][C:39]=3[C:44]3[N:48]([C:49]([C:62]4[CH:67]=[CH:66][CH:65]=[CH:64][CH:63]=4)([C:56]4[CH:61]=[CH:60][CH:59]=[CH:58][CH:57]=4)[C:50]4[CH:55]=[CH:54][CH:53]=[CH:52][CH:51]=4)[N:47]=[N:46][N:45]=3)=[CH:34][CH:33]=2)[C:24]([C:28]([OH:30])=[O:29])=[C:25]([Cl:27])[N:26]=1)[CH2:19][CH2:20][CH3:21].C([O-])([O-])=O.[Cs+].[Cs+]. The catalyst class is: 3. (2) Reactant: [C:1](#[N:10])[CH:2]=[CH:3][C:4]1[CH:9]=[CH:8][CH:7]=[CH:6][CH:5]=1.[NH3:11].CO. Product: [C:4]1(/[CH:3]=[CH:2]/[C:1](=[NH:11])[NH2:10])[CH:9]=[CH:8][CH:7]=[CH:6][CH:5]=1. The catalyst class is: 14. (3) The catalyst class is: 4. Product: [NH:1]1[C:9]2[C:4](=[CH:5][CH:6]=[CH:7][CH:8]=2)[C:3](/[CH:10]=[CH:11]/[C:12]2[CH:13]=[CH:14][C:15]([C:16]([N:18]3[CH2:19][CH2:20][CH:21]([NH:24][C:40]([N:34]4[CH2:39][CH2:38][O:37][CH2:36][CH2:35]4)=[O:41])[CH2:22][CH2:23]3)=[O:17])=[CH:25][CH:26]=2)=[N:2]1. Reactant: [NH:1]1[C:9]2[C:4](=[CH:5][CH:6]=[CH:7][CH:8]=2)[C:3](/[CH:10]=[CH:11]/[C:12]2[CH:26]=[CH:25][C:15]([C:16]([N:18]3[CH2:23][CH2:22][CH:21]([NH2:24])[CH2:20][CH2:19]3)=[O:17])=[CH:14][CH:13]=2)=[N:2]1.C(N(CC)CC)C.[N:34]1([C:40](Cl)=[O:41])[CH2:39][CH2:38][O:37][CH2:36][CH2:35]1.Cl.C(N=C=NCCCN(C)C)C.